Dataset: Reaction yield outcomes from USPTO patents with 853,638 reactions. Task: Predict the reaction yield, written as a fraction of the theoretical maximum amount of product (1.0 means a 100% yield; for example, 0.34 means a 34% yield). (1) The reactants are Cl.[NH2:2][C@H:3]1[CH2:8][CH2:7][C@H:6]([OH:9])[CH2:5][CH2:4]1.C([O-])([O-])=O.[Na+].[Na+].Cl[C:17]([O:19][CH2:20][C:21]1[CH:26]=[CH:25][CH:24]=[CH:23][CH:22]=1)=[O:18]. The catalyst is C1COCC1.O.CCOC(C)=O. The product is [CH2:20]([O:19][C:17](=[O:18])[NH:2][C@H:3]1[CH2:8][CH2:7][C@H:6]([OH:9])[CH2:5][CH2:4]1)[C:21]1[CH:26]=[CH:25][CH:24]=[CH:23][CH:22]=1. The yield is 0.980. (2) The reactants are [C:1]([C:4]1[CH:33]=[CH:32][C:7]([O:8][CH2:9][C:10]2[CH:15]=[CH:14][C:13]([CH:16]([O:25][CH:26]3[CH2:31][CH2:30][CH2:29][CH2:28][O:27]3)[C:17]3[CH:18]=[C:19]([CH:22]=[CH:23][CH:24]=3)[C:20]#N)=[CH:12][CH:11]=2)=[C:6]([CH3:34])[C:5]=1[OH:35])(=[O:3])[CH3:2].[OH-:36].[K+].Cl.[OH2:39]. The catalyst is C(O)C. The product is [C:1]([C:4]1[CH:33]=[CH:32][C:7]([O:8][CH2:9][C:10]2[CH:15]=[CH:14][C:13]([CH:16]([O:25][CH:26]3[CH2:31][CH2:30][CH2:29][CH2:28][O:27]3)[C:17]3[CH:18]=[C:19]([CH:22]=[CH:23][CH:24]=3)[C:20]([OH:39])=[O:36])=[CH:12][CH:11]=2)=[C:6]([CH3:34])[C:5]=1[OH:35])(=[O:3])[CH3:2]. The yield is 0.330. (3) The reactants are [N:1]1([CH2:6][C@@H:7]2[C@H:10]([NH:11][C:12](=[O:70])/[C:13](=[N:27]\[O:28][C@@H:29]([CH2:46][O:47][C:48]3[CH:53]=[CH:52][C:51]([C:54](=[NH:69])[NH:55][CH:56]4[CH2:61][CH2:60][N:59](C(OC(C)(C)C)=O)[CH2:58][CH2:57]4)=[CH:50][CH:49]=3)[C:30]([O:32]C(C3C=CC=CC=3)C3C=CC=CC=3)=[O:31])/[C:14]3[N:15]=[C:16]([NH:19]C(OC(C)(C)C)=O)[S:17][CH:18]=3)[C:9](=[O:71])[N:8]2[S:72]([OH:75])(=[O:74])=[O:73])[CH:5]=[N:4][CH:3]=[N:2]1.C(O)(C(F)(F)F)=O. The catalyst is C(Cl)Cl. The product is [N:1]1([CH2:6][C@@H:7]2[C@H:10]([NH:11][C:12](=[O:70])/[C:13](=[N:27]\[O:28][C@@H:29]([CH2:46][O:47][C:48]3[CH:49]=[CH:50][C:51]([C:54](=[NH:69])[NH:55][CH:56]4[CH2:61][CH2:60][NH:59][CH2:58][CH2:57]4)=[CH:52][CH:53]=3)[C:30]([OH:32])=[O:31])/[C:14]3[N:15]=[C:16]([NH2:19])[S:17][CH:18]=3)[C:9](=[O:71])[N:8]2[S:72]([OH:75])(=[O:74])=[O:73])[CH:5]=[N:4][CH:3]=[N:2]1. The yield is 0.170. (4) The reactants are [NH2:1][C:2]1[CH:7]=[C:6]([O:8][CH3:9])[CH:5]=[CH:4][C:3]=1[C:10](=[O:13])[CH2:11][Cl:12].[C:14](O)(=[O:16])[CH3:15]. No catalyst specified. The product is [Cl:12][CH2:11][C:10]([C:3]1[CH:4]=[CH:5][C:6]([O:8][CH3:9])=[CH:7][C:2]=1[NH:1][C:14](=[O:16])[CH3:15])=[O:13]. The yield is 1.00. (5) The reactants are [NH2:1][C:2]1[C:7]2[C:8]([C:11]3[CH:16]=[CH:15][C:14]([NH:17][C:18]([C:20]4[N:21]([CH3:29])[C:22]5[C:27]([CH:28]=4)=[CH:26][CH:25]=[CH:24][CH:23]=5)=[O:19])=[C:13]([O:30][CH3:31])[CH:12]=3)=[CH:9][S:10][C:6]=2[C:5](/[CH:32]=[CH:33]/[CH2:34][N:35]2[CH2:40][CH2:39][CH:38]([OH:41])[CH2:37][CH2:36]2)=[CH:4][N:3]=1.C(O)C.OCC1(OC[C@@H](O)[C@@H](O)[C@H]1O)O.[H][H]. The catalyst is [OH-].[OH-].[Pd+2].C(O)(=O)C. The product is [NH2:1][C:2]1[C:7]2[C:8]([C:11]3[CH:16]=[CH:15][C:14]([NH:17][C:18]([C:20]4[N:21]([CH3:29])[C:22]5[C:27]([CH:28]=4)=[CH:26][CH:25]=[CH:24][CH:23]=5)=[O:19])=[C:13]([O:30][CH3:31])[CH:12]=3)=[CH:9][S:10][C:6]=2[C:5]([CH2:32][CH2:33][CH2:34][N:35]2[CH2:36][CH2:37][CH:38]([OH:41])[CH2:39][CH2:40]2)=[CH:4][N:3]=1. The yield is 0.250. (6) The reactants are [OH:1][C@H:2]1[C:8]2=[N:9][CH:10]=[CH:11][CH:12]=[C:7]2[C:6](=[O:13])[CH2:5][CH2:4][CH2:3]1.[Si:14](OS(C(F)(F)F)(=O)=O)([CH:21]([CH3:23])[CH3:22])([CH:18]([CH3:20])[CH3:19])[CH:15]([CH3:17])[CH3:16].CCN(CC)CC. The catalyst is C(Cl)Cl. The product is [CH:15]([Si:14]([CH:21]([CH3:23])[CH3:22])([CH:18]([CH3:20])[CH3:19])[O:1][C@H:2]1[C:8]2=[N:9][CH:10]=[CH:11][CH:12]=[C:7]2[C:6](=[O:13])[CH2:5][CH2:4][CH2:3]1)([CH3:17])[CH3:16]. The yield is 0.730.